From a dataset of Full USPTO retrosynthesis dataset with 1.9M reactions from patents (1976-2016). Predict the reactants needed to synthesize the given product. Given the product [Cl:8][C:5]1[CH:6]=[CH:7][C:2]([NH:1][C:14]([NH:29][CH2:28][C:27]([F:31])([F:30])[F:26])=[O:15])=[C:3]([C:9]([CH:11]2[CH2:12][CH2:13]2)=[O:10])[CH:4]=1, predict the reactants needed to synthesize it. The reactants are: [NH2:1][C:2]1[CH:7]=[CH:6][C:5]([Cl:8])=[CH:4][C:3]=1[C:9]([CH:11]1[CH2:13][CH2:12]1)=[O:10].[C:14](N1C=CN=C1)(N1C=CN=C1)=[O:15].[F:26][C:27]([F:31])([F:30])[CH2:28][NH2:29].